Dataset: HIV replication inhibition screening data with 41,000+ compounds from the AIDS Antiviral Screen. Task: Binary Classification. Given a drug SMILES string, predict its activity (active/inactive) in a high-throughput screening assay against a specified biological target. (1) The compound is Cc1ccc(NC(=O)C(=NNC(=O)C[N+](C)(C)C)c2nc3ccccc3nc2O)cc1.[Cl-]. The result is 0 (inactive). (2) The drug is O=S(=O)(O)C(I)(I)S(=O)(=O)O. The result is 0 (inactive).